From a dataset of Full USPTO retrosynthesis dataset with 1.9M reactions from patents (1976-2016). Predict the reactants needed to synthesize the given product. (1) Given the product [Br:19][C:20]1[CH:25]=[C:24]([F:26])[C:23]([O:27][C:2]2[N:6]([CH3:7])[C:5]3[C:8]([CH:14]([CH2:17][CH3:18])[CH2:15][CH3:16])=[CH:9][CH:10]=[C:11]([O:12][CH3:13])[C:4]=3[N:3]=2)=[C:22]([Cl:28])[CH:21]=1, predict the reactants needed to synthesize it. The reactants are: Cl[C:2]1[N:6]([CH3:7])[C:5]2[C:8]([CH:14]([CH2:17][CH3:18])[CH2:15][CH3:16])=[CH:9][CH:10]=[C:11]([O:12][CH3:13])[C:4]=2[N:3]=1.[Br:19][C:20]1[CH:25]=[C:24]([F:26])[C:23]([OH:27])=[C:22]([Cl:28])[CH:21]=1.C(=O)([O-])[O-].[K+].[K+].CN(C)C=O. (2) Given the product [CH2:12]([N:9]1[CH2:10][CH2:11][CH:6]([N:5]2[CH2:4][C:3]3[CH:19]=[CH:20][CH:21]=[CH:22][C:2]=3[NH:1][S:23]2(=[O:25])=[O:24])[CH2:7][CH2:8]1)[C:13]1[CH:14]=[CH:15][CH:16]=[CH:17][CH:18]=1, predict the reactants needed to synthesize it. The reactants are: [NH2:1][C:2]1[CH:22]=[CH:21][CH:20]=[CH:19][C:3]=1[CH2:4][NH:5][CH:6]1[CH2:11][CH2:10][N:9]([CH2:12][C:13]2[CH:18]=[CH:17][CH:16]=[CH:15][CH:14]=2)[CH2:8][CH2:7]1.[S:23](N)(N)(=[O:25])=[O:24].Cl.C(OCC)C. (3) The reactants are: C([O:6][CH2:7][CH2:8][CH2:9][S:10]([O-:13])(=[O:12])=[O:11])(=O)C(C)=C.[C:14]1([S+:20]([C:27]2[CH:32]=[CH:31][CH:30]=[CH:29][CH:28]=2)[C:21]2[CH:26]=[CH:25][CH:24]=[CH:23][CH:22]=2)[CH:19]=[CH:18][CH:17]=[CH:16][CH:15]=1.C[O-].[Na+].Cl.C(C(C)=O)C(C)C. Given the product [OH:6][CH2:7][CH2:8][CH2:9][S:10]([O-:13])(=[O:12])=[O:11].[C:27]1([S+:20]([C:14]2[CH:15]=[CH:16][CH:17]=[CH:18][CH:19]=2)[C:21]2[CH:26]=[CH:25][CH:24]=[CH:23][CH:22]=2)[CH:28]=[CH:29][CH:30]=[CH:31][CH:32]=1, predict the reactants needed to synthesize it. (4) Given the product [CH2:34]([O:33][CH:28]1[CH2:27][CH:26]([CH2:25][CH2:24][N:23]2[C:11]([CH:12]([CH3:14])[CH3:13])=[CH:10][C:9]([C:16]3[CH:21]=[CH:20][CH:19]=[CH:18][CH:17]=3)=[C:8]2[C:5]2[CH:6]=[CH:7][C:2]([F:1])=[CH:3][CH:4]=2)[O:31][C:30](=[O:32])[CH2:29]1)[C:35]1[CH:36]=[CH:37][CH:38]=[CH:39][CH:40]=1, predict the reactants needed to synthesize it. The reactants are: [F:1][C:2]1[CH:7]=[CH:6][C:5]([C:8](=O)[CH:9]([C:16]2[CH:21]=[CH:20][CH:19]=[CH:18][CH:17]=2)[CH2:10][C:11](=O)[CH:12]([CH3:14])[CH3:13])=[CH:4][CH:3]=1.[NH2:23][CH2:24][CH2:25][CH:26]1[O:31][C:30](=[O:32])[CH2:29][CH:28]([O:33][CH2:34][C:35]2[CH:40]=[CH:39][CH:38]=[CH:37][CH:36]=2)[CH2:27]1. (5) Given the product [CH3:1][C@@H:2]1[CH2:6][CH2:5][CH2:4][N:3]1[CH2:7][CH2:8][C:9]1[CH:14]=[CH:13][C:12]([C:19]2[CH:20]=[C:21]3[C:26](=[CH:27][CH:28]=2)[S:25](=[O:30])(=[O:29])[CH2:24][CH2:23][C:22]3=[O:31])=[CH:11][CH:10]=1, predict the reactants needed to synthesize it. The reactants are: [CH3:1][C@@H:2]1[CH2:6][CH2:5][CH2:4][N:3]1[CH2:7][CH2:8][C:9]1[CH:14]=[CH:13][C:12](B(O)O)=[CH:11][CH:10]=1.Cl[C:19]1[CH:20]=[C:21]2[C:26](=[CH:27][CH:28]=1)[S:25](=[O:30])(=[O:29])[CH2:24][CH2:23][C:22]2=[O:31].C([O-])(=O)C.[K+]. (6) Given the product [Br:1][C:2]1[CH:7]=[C:6]([F:8])[CH:5]=[CH:4][C:3]=1[CH:9]1[C:14]([C:15]([O:17][CH2:18][CH3:19])=[O:16])=[C:13]([CH2:20][Br:40])[NH:12][C:11]([C:21]2[S:22][CH:23]=[C:24]([CH2:26][C:27]([NH:29][CH:30]([CH3:31])[CH3:32])=[O:28])[N:25]=2)=[N:10]1, predict the reactants needed to synthesize it. The reactants are: [Br:1][C:2]1[CH:7]=[C:6]([F:8])[CH:5]=[CH:4][C:3]=1[CH:9]1[C:14]([C:15]([O:17][CH2:18][CH3:19])=[O:16])=[C:13]([CH3:20])[NH:12][C:11]([C:21]2[S:22][CH:23]=[C:24]([CH2:26][C:27]([NH:29][CH:30]([CH3:32])[CH3:31])=[O:28])[N:25]=2)=[N:10]1.C1C(=O)N([Br:40])C(=O)C1. (7) Given the product [NH:17]([C:15]([C:12]1[N:13]=[CH:14][C:9]([O:8][C:7]2[CH:26]=[C:27]([CH:28]=[C:5]([O:4][CH:1]([CH3:3])[CH3:2])[CH:6]=2)[C:29]([NH:30][C:31]2[CH:35]=[CH:34][N:33]([CH3:36])[N:32]=2)=[O:37])=[N:10][CH:11]=1)=[O:16])[NH2:18], predict the reactants needed to synthesize it. The reactants are: [CH:1]([O:4][C:5]1[CH:6]=[C:7]([CH:26]=[C:27]([C:29](=[O:37])[NH:30][C:31]2[CH:35]=[CH:34][N:33]([CH3:36])[N:32]=2)[CH:28]=1)[O:8][C:9]1[N:10]=[CH:11][C:12]([C:15]([NH:17][NH:18]C(OC(C)(C)C)=O)=[O:16])=[N:13][CH:14]=1)([CH3:3])[CH3:2].Cl.C(OCC)(=O)C.